From a dataset of Full USPTO retrosynthesis dataset with 1.9M reactions from patents (1976-2016). Predict the reactants needed to synthesize the given product. (1) The reactants are: Cl[C:2]1[N:10]=[C:9]2[C:5]([N:6]=[C:7]([CH2:12][CH2:13][N:14]3[CH2:23][CH2:22][C:17]4([CH2:20][CH:19]([OH:21])[CH2:18]4)[CH2:16][CH2:15]3)[N:8]2[CH3:11])=[C:4]([N:24]2[CH2:29][CH2:28][O:27][CH2:26][CH2:25]2)[N:3]=1.[CH2:30]([C:32]1[NH:33][C:34]2[CH:40]=[CH:39][CH:38]=[CH:37][C:35]=2[N:36]=1)[CH3:31].CC(C1C=C(C(C)C)C(C2C=CC=CC=2P(C2CCCCC2)C2CCCCC2)=C(C(C)C)C=1)C.C([O-])([O-])=O.[Cs+].[Cs+]. Given the product [CH2:30]([C:32]1[N:33]([C:2]2[N:10]=[C:9]3[C:5]([N:6]=[C:7]([CH2:12][CH2:13][N:14]4[CH2:15][CH2:16][C:17]5([CH2:20][CH:19]([OH:21])[CH2:18]5)[CH2:22][CH2:23]4)[N:8]3[CH3:11])=[C:4]([N:24]3[CH2:29][CH2:28][O:27][CH2:26][CH2:25]3)[N:3]=2)[C:34]2[CH:40]=[CH:39][CH:38]=[CH:37][C:35]=2[N:36]=1)[CH3:31], predict the reactants needed to synthesize it. (2) The reactants are: [C:1]([O:5][C:6]([NH:8][C@H:9]1[CH2:14][CH2:13][C@H:12]([CH2:15][C:16]([OH:18])=O)[CH2:11][CH2:10]1)=[O:7])([CH3:4])([CH3:3])[CH3:2].[F:19][C:20]([F:33])([F:32])[C:21]1[CH:22]=[C:23]([CH:25]=[C:26]([C:28]([F:31])([F:30])[F:29])[CH:27]=1)[NH2:24].C(Cl)CCl. Given the product [F:19][C:20]([F:32])([F:33])[C:21]1[CH:22]=[C:23]([NH:24][C:16](=[O:18])[CH2:15][C@H:12]2[CH2:11][CH2:10][C@H:9]([NH:8][C:6](=[O:7])[O:5][C:1]([CH3:2])([CH3:3])[CH3:4])[CH2:14][CH2:13]2)[CH:25]=[C:26]([C:28]([F:29])([F:31])[F:30])[CH:27]=1, predict the reactants needed to synthesize it.